From a dataset of Reaction yield outcomes from USPTO patents with 853,638 reactions. Predict the reaction yield, written as a fraction of the theoretical maximum amount of product (1.0 means a 100% yield; for example, 0.34 means a 34% yield). (1) The reactants are [Cl:1][C:2]1[CH:10]=[CH:9][C:5]([C:6]([OH:8])=[O:7])=[C:4]([SH:11])[CH:3]=1.S(=O)(=O)(O)O.[CH2:17](O)[CH3:18]. No catalyst specified. The product is [SH:11][C:4]1[CH:3]=[C:2]([Cl:1])[CH:10]=[CH:9][C:5]=1[C:6]([O:8][CH2:17][CH3:18])=[O:7]. The yield is 0.750. (2) The reactants are [C:1]([N-:5][CH:6]=[CH:7][N-:8][C:9]([CH3:12])([CH3:11])[CH3:10])([CH3:4])([CH3:3])[CH3:2].[Li+].[Li+].[Li].Cl[SiH:17](Cl)Cl.[O-:20][C:21]#[N:22].[Na+]. The catalyst is CCCCCC.O1CCCC1. The product is [C:9]([N:8]1[CH:7]=[CH:6][N:5]([C:1]([CH3:3])([CH3:4])[CH3:2])[SiH:17]1[N:22]=[C:21]=[O:20])([CH3:12])([CH3:11])[CH3:10]. The yield is 0.800. (3) The reactants are [C:1]([C:3]1[CH:8]=[CH:7][CH:6]=[C:5]([CH2:9][O:10]COC)[CH:4]=1)#[CH:2].Cl. The catalyst is CO. The product is [C:1]([C:3]1[CH:4]=[C:5]([CH2:9][OH:10])[CH:6]=[CH:7][CH:8]=1)#[CH:2]. The yield is 0.200. (4) The reactants are FC(F)(F)S(O[C:7]1[CH:15]=[CH:14][C:13]([C:16]2[N:17]([C:27]([O:29][C:30]([CH3:33])([CH3:32])[CH3:31])=[O:28])[C:18]3[C:23]([CH:24]=2)=[CH:22][C:21]([CH:25]=[O:26])=[CH:20][CH:19]=3)=[C:12]2[C:8]=1[CH2:9][NH:10][C:11]2=[O:34])(=O)=O.[CH3:37]B1OB(C)OB(C)O1.C(=O)([O-])[O-].[K+].[K+].O. The catalyst is C(COC)OC. The product is [CH3:37][C:7]1[CH:15]=[CH:14][C:13]([C:16]2[N:17]([C:27]([O:29][C:30]([CH3:33])([CH3:32])[CH3:31])=[O:28])[C:18]3[C:23]([CH:24]=2)=[CH:22][C:21]([CH:25]=[O:26])=[CH:20][CH:19]=3)=[C:12]2[C:8]=1[CH2:9][NH:10][C:11]2=[O:34]. The yield is 0.860.